From a dataset of Peptide-MHC class I binding affinity with 185,985 pairs from IEDB/IMGT. Regression. Given a peptide amino acid sequence and an MHC pseudo amino acid sequence, predict their binding affinity value. This is MHC class I binding data. (1) The peptide sequence is TNIRQAGVQY. The MHC is HLA-B07:02 with pseudo-sequence HLA-B07:02. The binding affinity (normalized) is 0. (2) The peptide sequence is RIYSHIAPY. The MHC is HLA-B44:02 with pseudo-sequence HLA-B44:02. The binding affinity (normalized) is 0.0847.